This data is from Reaction yield outcomes from USPTO patents with 853,638 reactions. The task is: Predict the reaction yield, written as a fraction of the theoretical maximum amount of product (1.0 means a 100% yield; for example, 0.34 means a 34% yield). (1) The reactants are [Br:1][C:2]1[S:3][C:4]([C:7]([O:9]CC)=[O:8])=[CH:5][N:6]=1.CO.[OH-].[Na+].Cl. No catalyst specified. The product is [Br:1][C:2]1[S:3][C:4]([C:7]([OH:9])=[O:8])=[CH:5][N:6]=1. The yield is 0.790. (2) The reactants are [CH:1]1[C:11](=[C:12]([C:15]#[N:16])[C:13]#[N:14])[CH:10]=[CH:9][C:3](=[C:4]([C:7]#[N:8])[C:5]#N)[CH:2]=1.[CH2:17]([N:21]([CH2:37][CH2:38][CH2:39][CH3:40])[C:22]1[CH:27]=[CH:26][C:25]([CH:28]=[CH:29][C:30]2[S:31]C=[CH:33][CH:34]=2)=[C:24]([O:35][CH3:36])[CH:23]=1)[CH2:18][CH2:19][CH3:20].O.C(OCC)(=O)C. The catalyst is CN(C)C=O. The product is [C:7]([C:4]([C:5]1[S:31][C:30]([CH:29]=[CH:28][C:25]2[CH:26]=[CH:27][C:22]([N:21]([CH2:37][CH2:38][CH2:39][CH3:40])[CH2:17][CH2:18][CH2:19][CH3:20])=[CH:23][C:24]=2[O:35][CH3:36])=[CH:34][CH:33]=1)=[C:3]1[CH:2]=[CH:1][C:11](=[C:12]([C:15]#[N:16])[C:13]#[N:14])[CH:10]=[CH:9]1)#[N:8]. The yield is 0.145.